From a dataset of Peptide-MHC class II binding affinity with 134,281 pairs from IEDB. Regression. Given a peptide amino acid sequence and an MHC pseudo amino acid sequence, predict their binding affinity value. This is MHC class II binding data. The peptide sequence is ECYVQRFHLIKNTFG. The MHC is DRB1_0901 with pseudo-sequence DRB1_0901. The binding affinity (normalized) is 0.163.